Dataset: Forward reaction prediction with 1.9M reactions from USPTO patents (1976-2016). Task: Predict the product of the given reaction. Given the reactants C[N:2](C)/[CH:3]=[CH:4]/[C:5]([C:7]1[C:12](=[O:13])[CH:11]=[CH:10][N:9]([C:14]2[CH:19]=[CH:18][CH:17]=[C:16]([S:20]([CH3:23])(=[O:22])=[O:21])[CH:15]=2)[N:8]=1)=O.[C:25]1([NH:35]N)[C:34]2[CH2:33][CH2:32][CH2:31][CH2:30][C:29]=2[CH:28]=[CH:27][N:26]=1.C1(N)C2CCCCC=2C=CN=1.N([O-])=O.[Na+].[Sn](Cl)Cl, predict the reaction product. The product is: [CH3:23][S:20]([C:16]1[CH:15]=[C:14]([N:9]2[CH:10]=[CH:11][C:12](=[O:13])[C:7]([C:5]3[N:35]([C:25]4[C:34]5[CH2:33][CH2:32][CH2:31][CH2:30][C:29]=5[CH:28]=[CH:27][N:26]=4)[N:2]=[CH:3][CH:4]=3)=[N:8]2)[CH:19]=[CH:18][CH:17]=1)(=[O:22])=[O:21].